Predict the reactants needed to synthesize the given product. From a dataset of Full USPTO retrosynthesis dataset with 1.9M reactions from patents (1976-2016). (1) Given the product [Cl:1][C:2]1[S:6][C:5]([S:7]([N:10]([CH2:11][C:12]2[CH:21]=[CH:20][C:15]([C:16]([O:18][CH3:19])=[O:17])=[CH:14][CH:13]=2)[CH:23]([CH3:24])[CH3:22])(=[O:9])=[O:8])=[CH:4][CH:3]=1, predict the reactants needed to synthesize it. The reactants are: [Cl:1][C:2]1[S:6][C:5]([S:7]([NH:10][CH2:11][C:12]2[CH:21]=[CH:20][C:15]([C:16]([O:18][CH3:19])=[O:17])=[CH:14][CH:13]=2)(=[O:9])=[O:8])=[CH:4][CH:3]=1.[CH3:22][CH:23](O)[CH3:24].C1(P(C2C=CC=CC=2)C2C=CC=CC=2)C=CC=CC=1.N(C(OC(C)C)=O)=NC(OC(C)C)=O. (2) The reactants are: [CH3:1][O:2][C:3]1[CH:8]=[C:7]([O:9][CH3:10])[CH:6]=[CH:5][C:4]=1[CH3:11].O=P(Cl)(Cl)Cl.CN(C1C=CC=CC=1)[CH:19]=[O:20]. Given the product [CH3:10][O:9][C:7]1[CH:8]=[C:3]([O:2][CH3:1])[C:4]([CH3:11])=[CH:5][C:6]=1[CH:19]=[O:20], predict the reactants needed to synthesize it. (3) Given the product [F:1][C:2]1[CH:3]=[C:4]([NH:45][S:46]([CH2:49][CH2:50][OH:51])(=[O:47])=[O:48])[CH:5]=[C:6]([C:8]2[C:16]3[C:15]([NH:17][C@H:18]([C:20]4[N:25]([C:26]5[CH:27]=[CH:28][CH:29]=[CH:30][CH:31]=5)[C:24](=[O:32])[C:23]5=[C:33]([CH3:36])[CH:34]=[CH:35][N:22]5[N:21]=4)[CH3:19])=[N:14][CH:13]=[N:12][C:11]=3[NH:10][CH:9]=2)[CH:7]=1, predict the reactants needed to synthesize it. The reactants are: [F:1][C:2]1[CH:3]=[C:4]([NH:45][S:46]([CH2:49][CH2:50][O:51]C)(=[O:48])=[O:47])[CH:5]=[C:6]([C:8]2[C:16]3[C:15]([NH:17][C@H:18]([C:20]4[N:25]([C:26]5[CH:31]=[CH:30][CH:29]=[CH:28][CH:27]=5)[C:24](=[O:32])[C:23]5=[C:33]([CH3:36])[CH:34]=[CH:35][N:22]5[N:21]=4)[CH3:19])=[N:14][CH:13]=[N:12][C:11]=3[N:10](COCC[Si](C)(C)C)[CH:9]=2)[CH:7]=1.B(Br)(Br)Br.N. (4) Given the product [CH3:1][O:2][C:3]1[C:11]2[CH2:10][CH2:9][CH2:8][C:7]=2[C:6]([OH:15])=[CH:5][C:4]=1[CH3:14], predict the reactants needed to synthesize it. The reactants are: [CH3:1][O:2][C:3]1[C:11]2[CH2:10][CH2:9][CH2:8][C:7]=2[C:6](C=O)=[CH:5][C:4]=1[CH3:14].[OH:15]O. (5) Given the product [Br:38][C:39]1[CH:40]=[CH:41][C:42]([OH:45])=[C:43]([C:8]2([OH:15])[C:9]3[C:14](=[CH:13][CH:12]=[CH:11][CH:10]=3)[NH:6][C:7]2=[O:16])[CH:44]=1, predict the reactants needed to synthesize it. The reactants are: C1(CC[N:6]2[C:14]3[C:9](=[CH:10][CH:11]=[CH:12][CH:13]=3)[C:8](=[O:15])[C:7]2=[O:16])CC1.N1C2C(=CC=CC=2)C(=O)C1=O.O1C2C=CC(O)=CC=2OC1.[Br:38][C:39]1[CH:44]=[CH:43][C:42]([OH:45])=[CH:41][CH:40]=1. (6) Given the product [CH2:10]([N:12]([CH2:6][C:5]1[CH:8]=[CH:9][C:2]([I:1])=[CH:3][CH:4]=1)[CH2:13][CH3:14])[CH3:11], predict the reactants needed to synthesize it. The reactants are: [I:1][C:2]1[CH:9]=[CH:8][C:5]([CH2:6]Br)=[CH:4][CH:3]=1.[CH2:10]([NH:12][CH2:13][CH3:14])[CH3:11].C(OCC)(=O)C. (7) Given the product [NH2:12][C:13]1[C:6]([C:9]#[N:10])=[CH:7][NH:8][C:14]=1[C:20]([O:22][CH2:23][CH3:24])=[O:21], predict the reactants needed to synthesize it. The reactants are: [Na].C(OC=[C:6]([C:9]#[N:10])[C:7]#[N:8])C.Cl.[NH2:12][CH2:13][CH:14]([C:20]([O:22][CH2:23][CH3:24])=[O:21])C(OCC)=O.